The task is: Regression/Classification. Given a drug SMILES string, predict its absorption, distribution, metabolism, or excretion properties. Task type varies by dataset: regression for continuous measurements (e.g., permeability, clearance, half-life) or binary classification for categorical outcomes (e.g., BBB penetration, CYP inhibition). Dataset: rlm.. This data is from Rat liver microsome stability data. (1) The compound is CCc1cccc(NC(=O)C(Cc2ccccc2)NS(=O)(=O)c2cccs2)c1. The result is 1 (stable in rat liver microsomes). (2) The molecule is CC(=O)NCCC[C@@](O)(c1cccc(Cl)c1-c1cccc(C)c1)[C@@H]1CCCN(C(=O)[C@H]2C[C@@H](N)[C@@H](O)C2)C1. The result is 0 (unstable in rat liver microsomes). (3) The molecule is Cc1cc(Cl)ccc1COc1ccnn1-c1cc(C(=O)O)ccn1. The result is 0 (unstable in rat liver microsomes).